Dataset: Forward reaction prediction with 1.9M reactions from USPTO patents (1976-2016). Task: Predict the product of the given reaction. (1) Given the reactants [CH:1]1([CH:4]=O)[CH2:3][CH2:2]1.[C:6]([CH2:8][C:9]([O:11]C)=O)#[N:7].[NH2:13][C:14]([NH2:16])=[S:15].N1CCCCC1, predict the reaction product. The product is: [CH:1]1([C:4]2[N:13]=[C:14]([SH:15])[NH:16][C:9](=[O:11])[C:8]=2[C:6]#[N:7])[CH2:3][CH2:2]1. (2) Given the reactants O=[C:2]1[CH2:5][C:4]2([CH2:10][CH2:9][N:8](C(OC(C)(C)C)=O)[CH2:7][CH2:6]2)[CH2:3]1.[CH2:18]([C:20]1[CH:21]=[C:22]([Mg]Br)[CH:23]=[CH:24][CH:25]=1)[CH3:19].C([SiH](CC)CC)C.FC(F)(F)C(O)=O.C(Cl)[Cl:43], predict the reaction product. The product is: [ClH:43].[CH2:18]([C:20]1[CH:25]=[C:24]([CH:2]2[CH2:3][C:4]3([CH2:6][CH2:7][NH:8][CH2:9][CH2:10]3)[CH2:5]2)[CH:23]=[CH:22][CH:21]=1)[CH3:19]. (3) Given the reactants C([O:3][C:4]([C:6]1[N:11]2[CH:12]=[N:13][C:14]([C:15]3[CH:20]=[CH:19][C:18]([F:21])=[CH:17][CH:16]=3)=[C:10]2[CH:9]=[CH:8][CH:7]=1)=[O:5])C.[OH-].[K+], predict the reaction product. The product is: [F:21][C:18]1[CH:17]=[CH:16][C:15]([C:14]2[N:13]=[CH:12][N:11]3[C:6]([C:4]([OH:5])=[O:3])=[CH:7][CH:8]=[CH:9][C:10]=23)=[CH:20][CH:19]=1. (4) Given the reactants [CH3:1][C:2]1[N:7]=[C:6]2[S:8][C:9]3[CH2:13][CH2:12][CH2:11][C:10]=3[C:5]2=[C:4]([C:14]2[CH:19]=[CH:18][C:17]([CH3:20])=[CH:16][CH:15]=2)[C:3]=1[CH2:21][C:22]([O:24][CH3:25])=[O:23].[H-].[Na+].Br[CH:29]1[CH2:33][CH2:32][CH2:31][CH2:30]1.[Cl-].[NH4+], predict the reaction product. The product is: [CH3:1][C:2]1[N:7]=[C:6]2[S:8][C:9]3[CH2:13][CH2:12][CH2:11][C:10]=3[C:5]2=[C:4]([C:14]2[CH:19]=[CH:18][C:17]([CH3:20])=[CH:16][CH:15]=2)[C:3]=1[CH:21]([CH:29]1[CH2:33][CH2:32][CH2:31][CH2:30]1)[C:22]([O:24][CH3:25])=[O:23].